The task is: Regression. Given a peptide amino acid sequence and an MHC pseudo amino acid sequence, predict their binding affinity value. This is MHC class II binding data.. This data is from Peptide-MHC class II binding affinity with 134,281 pairs from IEDB. The peptide sequence is EITGIMKDFDEPGHL. The MHC is HLA-DQA10401-DQB10402 with pseudo-sequence HLA-DQA10401-DQB10402. The binding affinity (normalized) is 0.181.